Dataset: Catalyst prediction with 721,799 reactions and 888 catalyst types from USPTO. Task: Predict which catalyst facilitates the given reaction. Reactant: [Cl:1][C:2]1[C:3]([O:12][CH2:13][CH3:14])=[CH:4][C:5]([O:9][CH2:10][CH3:11])=[C:6]([CH:8]=1)[NH2:7].[C:15](Cl)(Cl)=[O:16]. Product: [Cl:1][C:2]1[CH:8]=[C:6]([N:7]=[C:15]=[O:16])[C:5]([O:9][CH2:10][CH3:11])=[CH:4][C:3]=1[O:12][CH2:13][CH3:14]. The catalyst class is: 25.